Dataset: Reaction yield outcomes from USPTO patents with 853,638 reactions. Task: Predict the reaction yield, written as a fraction of the theoretical maximum amount of product (1.0 means a 100% yield; for example, 0.34 means a 34% yield). (1) The reactants are [CH:1]12[CH2:7][CH:4]([CH2:5][CH2:6]1)[CH2:3][CH:2]2[C:8]1[NH:12][C:11]2[C:13]([O:34]C)=[CH:14][CH:15]=[C:16]([C:17]([NH:19][CH:20]3[CH2:25][CH2:24][CH2:23][CH:22]([NH:26]C(=O)OC(C)(C)C)[CH2:21]3)=[O:18])[C:10]=2[N:9]=1.B(Br)(Br)Br. No catalyst specified. The product is [NH2:26][CH:22]1[CH2:23][CH2:24][CH2:25][CH:20]([NH:19][C:17]([C:16]2[C:10]3[N:9]=[C:8]([CH:2]4[CH2:3][CH:4]5[CH2:7][CH:1]4[CH2:6][CH2:5]5)[NH:12][C:11]=3[C:13]([OH:34])=[CH:14][CH:15]=2)=[O:18])[CH2:21]1. The yield is 0.400. (2) The reactants are [Br:1][C:2]1[CH:3]=[C:4]2[C:8](=[CH:9][CH:10]=1)[NH:7][C:6]1[CH2:11][NH:12][CH2:13][CH2:14][C:5]2=1.C1COCC1.[CH3:20][C:21]([O:24][C:25](O[C:25]([O:24][C:21]([CH3:23])([CH3:22])[CH3:20])=[O:26])=[O:26])([CH3:23])[CH3:22]. The catalyst is C(Cl)Cl. The product is [Br:1][C:2]1[CH:3]=[C:4]2[C:8](=[CH:9][CH:10]=1)[NH:7][C:6]1[CH2:11][N:12]([C:25]([O:24][C:21]([CH3:23])([CH3:22])[CH3:20])=[O:26])[CH2:13][CH2:14][C:5]2=1. The yield is 0.300. (3) The reactants are C([N:8]1[CH2:26][CH2:25][C:11]2([N:16]([C:17]([O:19][C:20]([CH3:23])([CH3:22])[CH3:21])=[O:18])[CH2:15][CH2:14][NH:13][C:12]2=[O:24])[CH2:10][CH2:9]1)C1C=CC=CC=1.[H][H]. The catalyst is CO.C1COCC1.[OH-].[OH-].[Pd+2]. The product is [O:24]=[C:12]1[C:11]2([CH2:25][CH2:26][NH:8][CH2:9][CH2:10]2)[N:16]([C:17]([O:19][C:20]([CH3:23])([CH3:22])[CH3:21])=[O:18])[CH2:15][CH2:14][NH:13]1. The yield is 0.990. (4) The reactants are [CH2:1]([O:8][C:9]1[C:10]([F:32])=[C:11]([C:28]([F:31])=[CH:29][CH:30]=1)[CH2:12][C:13]1[C:21]2[C:16](=[N:17][CH:18]=[C:19]([C:22]3[CH:23]=[N:24][CH:25]=[CH:26][CH:27]=3)[CH:20]=2)[NH:15][CH:14]=1)[C:2]1[CH:7]=[CH:6][CH:5]=[CH:4][CH:3]=1.[H-].[Na+].[CH:35]([Si:38](Cl)([CH:42]([CH3:44])[CH3:43])[CH:39]([CH3:41])[CH3:40])([CH3:37])[CH3:36].O. The catalyst is O1CCCC1. The product is [CH2:1]([O:8][C:9]1[C:10]([F:32])=[C:11]([C:28]([F:31])=[CH:29][CH:30]=1)[CH2:12][C:13]1[C:21]2[C:16](=[N:17][CH:18]=[C:19]([C:22]3[CH:23]=[N:24][CH:25]=[CH:26][CH:27]=3)[CH:20]=2)[N:15]([Si:38]([CH:42]([CH3:44])[CH3:43])([CH:39]([CH3:41])[CH3:40])[CH:35]([CH3:37])[CH3:36])[CH:14]=1)[C:2]1[CH:7]=[CH:6][CH:5]=[CH:4][CH:3]=1. The yield is 0.890.